This data is from Peptide-MHC class I binding affinity with 185,985 pairs from IEDB/IMGT. The task is: Regression. Given a peptide amino acid sequence and an MHC pseudo amino acid sequence, predict their binding affinity value. This is MHC class I binding data. (1) The peptide sequence is AIKILTGFRK. The MHC is HLA-A03:01 with pseudo-sequence HLA-A03:01. The binding affinity (normalized) is 0.572. (2) The MHC is HLA-A68:02 with pseudo-sequence HLA-A68:02. The peptide sequence is YLMCLSPLMA. The binding affinity (normalized) is 0.528. (3) The peptide sequence is YRLVSAVEK. The MHC is HLA-B48:01 with pseudo-sequence HLA-B48:01. The binding affinity (normalized) is 0.0847. (4) The peptide sequence is NIDPEHLDY. The MHC is HLA-A03:01 with pseudo-sequence HLA-A03:01. The binding affinity (normalized) is 0.0847. (5) The peptide sequence is LEGKIIIV. The MHC is Mamu-A11 with pseudo-sequence Mamu-A11. The binding affinity (normalized) is 0.357. (6) The peptide sequence is FMYTKHSML. The MHC is HLA-A02:01 with pseudo-sequence HLA-A02:01. The binding affinity (normalized) is 0.724. (7) The peptide sequence is MSDLTFSEE. The MHC is HLA-B15:01 with pseudo-sequence HLA-B15:01. The binding affinity (normalized) is 0.0847.